The task is: Predict the reactants needed to synthesize the given product.. This data is from Full USPTO retrosynthesis dataset with 1.9M reactions from patents (1976-2016). (1) Given the product [NH:44]1[C:45]2[C:50](=[CH:49][CH:48]=[CH:47][CH:46]=2)[C:42]([C:11]2[N:12]=[C:7]([N:4]3[CH2:5][CH2:6][O:1][CH2:2][CH2:3]3)[C:8]3[N:29]=[C:28]([CH2:30][N:31]4[CH2:32][CH2:33][CH:34]([C:37]([OH:40])([CH3:38])[CH3:39])[CH2:35][CH2:36]4)[CH:27]=[CH:26][C:9]=3[N:10]=2)=[N:43]1, predict the reactants needed to synthesize it. The reactants are: [O:1]1[CH2:6][CH2:5][N:4]([C:7]2[C:8]3[N:29]=[C:28]([CH2:30][N:31]4[CH2:36][CH2:35][CH:34]([C:37]([OH:40])([CH3:39])[CH3:38])[CH2:33][CH2:32]4)[CH:27]=[CH:26][C:9]=3[N:10]=[C:11]([Sn](CCCC)(CCCC)CCCC)[N:12]=2)[CH2:3][CH2:2]1.I[C:42]1[C:50]2[C:45](=[CH:46][CH:47]=[CH:48][CH:49]=2)[NH:44][N:43]=1. (2) Given the product [F:1][C:2]1[CH:11]=[CH:10][CH:9]=[C:8]2[C:3]=1[C:4]([CH2:19][C:20]([NH2:24])=[O:22])=[N:5][C:6]([N:12]1[CH2:13][CH2:14][N:15]([CH3:18])[CH2:16][CH2:17]1)=[N:7]2, predict the reactants needed to synthesize it. The reactants are: [F:1][C:2]1[CH:11]=[CH:10][CH:9]=[C:8]2[C:3]=1[C:4]([CH2:19][C:20]([O:22]C)=O)=[N:5][C:6]([N:12]1[CH2:17][CH2:16][N:15]([CH3:18])[CH2:14][CH2:13]1)=[N:7]2.[NH3:24]. (3) Given the product [O:1]1[C:5]2[CH:6]=[CH:7][CH:8]=[CH:9][C:4]=2[C:3]([CH2:10][C:11]([NH:29][S:26]([CH3:25])(=[O:28])=[O:27])=[O:13])=[N:2]1, predict the reactants needed to synthesize it. The reactants are: [O:1]1[C:5]2[CH:6]=[CH:7][CH:8]=[CH:9][C:4]=2[C:3]([CH2:10][C:11]([OH:13])=O)=[N:2]1.C(N=C=NCCCN(C)C)C.[CH3:25][S:26]([NH2:29])(=[O:28])=[O:27]. (4) Given the product [CH3:16][S:8]/[C:7](=[N:6]\[C:4](=[O:5])[CH:3]=[C:2]([CH3:15])[CH3:1])/[N:9]1[CH2:14][CH2:13][CH2:12][CH2:11][CH2:10]1, predict the reactants needed to synthesize it. The reactants are: [CH3:1][C:2]([CH3:15])=[CH:3][C:4]([NH:6][C:7]([N:9]1[CH2:14][CH2:13][CH2:12][CH2:11][CH2:10]1)=[S:8])=[O:5].[C:16](=O)([O-])[O-].[Na+].[Na+].IC. (5) Given the product [Cl:19][C:10]1[C:9]([O:8][C:6]2[CH:5]=[CH:4][N:3]=[C:2]([Cl:1])[CH:7]=2)=[CH:14][C:13]([F:15])=[C:12]([CH:11]=1)[NH2:16], predict the reactants needed to synthesize it. The reactants are: [Cl:1][C:2]1[CH:7]=[C:6]([O:8][C:9]2[CH:14]=[C:13]([F:15])[C:12]([N+:16]([O-])=O)=[CH:11][C:10]=2[Cl:19])[CH:5]=[CH:4][N:3]=1.[NH4+].[Cl-]. (6) Given the product [Cl:21][CH2:22][CH2:23][CH2:24][CH2:25][CH:26]([C:27]1[NH:41][N:40]=[C:17]([NH:16][C:6]2[CH:7]=[CH:8][C:9]([N:10]3[CH:14]=[N:13][C:12]([CH3:15])=[N:11]3)=[C:4]([O:3][CH3:2])[CH:5]=2)[N:18]=1)[C:30]1[CH:35]=[CH:34][C:33]([O:36][CH:37]([F:38])[F:39])=[CH:32][CH:31]=1, predict the reactants needed to synthesize it. The reactants are: I.[CH3:2][O:3][C:4]1[CH:5]=[C:6]([NH:16][C:17](SC)=[NH:18])[CH:7]=[CH:8][C:9]=1[N:10]1[CH:14]=[N:13][C:12]([CH3:15])=[N:11]1.[Cl:21][CH2:22][CH2:23][CH2:24][CH2:25][CH:26]([C:30]1[CH:35]=[CH:34][C:33]([O:36][CH:37]([F:39])[F:38])=[CH:32][CH:31]=1)[C:27](O)=O.[NH2:40][NH2:41]. (7) Given the product [C:1]([O:5][C:6]([N:8]1[CH2:13][C@@H:12]([C:14](=[O:37])[NH:15][CH2:16][C:17]2([CH2:31][CH2:32][CH2:33][CH2:34][O:35][CH3:36])[C:30]3[CH:29]=[CH:28][CH:27]=[CH:26][C:25]=3[O:24][C:23]3[C:18]2=[CH:19][CH:20]=[CH:21][CH:22]=3)[CH2:11][C@@H:10]([C:38](=[O:40])[N:45]([CH2:43][CH3:44])[CH2:46][CH2:47][C:48]2[CH:49]=[CH:50][N:51]=[CH:52][CH:53]=2)[CH2:9]1)=[O:7])([CH3:4])([CH3:3])[CH3:2], predict the reactants needed to synthesize it. The reactants are: [C:1]([O:5][C:6]([N:8]1[CH2:13][C@@H:12]([C:14](=[O:37])[NH:15][CH2:16][C:17]2([CH2:31][CH2:32][CH2:33][CH2:34][O:35][CH3:36])[C:30]3[CH:29]=[CH:28][CH:27]=[CH:26][C:25]=3[O:24][C:23]3[C:18]2=[CH:19][CH:20]=[CH:21][CH:22]=3)[CH2:11][C@@H:10]([C:38]([OH:40])=O)[CH2:9]1)=[O:7])([CH3:4])([CH3:3])[CH3:2].Cl.Cl.[CH2:43]([NH:45][CH2:46][CH2:47][C:48]1[CH:53]=[CH:52][N:51]=[CH:50][CH:49]=1)[CH3:44]. (8) Given the product [NH2:1][C:4]1[CH:9]=[CH:8][C:7]([C:10]([C:12]2[N:13]([CH3:17])[CH:14]=[CH:15][CH:16]=2)=[O:11])=[CH:6][CH:5]=1, predict the reactants needed to synthesize it. The reactants are: [N+:1]([C:4]1[CH:9]=[CH:8][C:7]([C:10]([C:12]2[N:13]([CH3:17])[CH:14]=[CH:15][CH:16]=2)=[O:11])=[CH:6][CH:5]=1)([O-])=O.[Sn](Cl)(Cl)(Cl)Cl.